This data is from Reaction yield outcomes from USPTO patents with 853,638 reactions. The task is: Predict the reaction yield, written as a fraction of the theoretical maximum amount of product (1.0 means a 100% yield; for example, 0.34 means a 34% yield). The reactants are [Br:1][C:2]1[CH:7]=[CH:6][C:5]([C:8]2([OH:12])[CH2:11][CH2:10][CH2:9]2)=[CH:4][CH:3]=1.Br[C:14]1C=CC(Br)=CC=1.[Li]CCCC.CCCCCC.C1(=O)CCCC1. No catalyst specified. The product is [Br:1][C:2]1[CH:3]=[CH:4][C:5]([C:8]2([OH:12])[CH2:11][CH2:10][CH2:9][CH2:14]2)=[CH:6][CH:7]=1. The yield is 0.390.